Dataset: Reaction yield outcomes from USPTO patents with 853,638 reactions. Task: Predict the reaction yield, written as a fraction of the theoretical maximum amount of product (1.0 means a 100% yield; for example, 0.34 means a 34% yield). (1) The reactants are [CH2:1]([O:3][C:4](=[O:27])[C:5]([O:8][C:9]1[CH:14]=[CH:13][C:12]([O:15][CH2:16][C:17]2[CH:22]=[CH:21][CH:20]=[CH:19][CH:18]=2)=[CH:11][C:10]=1CC(O)=O)([CH3:7])[CH3:6])[CH3:2].[Cl-].[NH4+].C(Cl)CCl.O.ON1[C:40]2C=CC=[CH:44][C:39]=2N=N1.C(N(C(C)C)C(C)C)C. The catalyst is CN(C=O)C. The yield is 0.860. The product is [CH2:1]([O:3][C:4](=[O:27])[C:5]([O:8][C:9]1[CH:14]=[CH:13][C:12]([O:15][CH2:16][C:17]2[CH:18]=[CH:19][CH:20]=[CH:21][CH:22]=2)=[CH:11][C:10]=1[CH2:44][CH:39]=[CH2:40])([CH3:6])[CH3:7])[CH3:2]. (2) The catalyst is CN(C)C=O. The reactants are [H-].[Na+].[OH:3][C:4]1[CH:9]=[CH:8][C:7]([N:10]2[C:15](=[O:16])[C:14]([CH2:17][C:18]3[CH:23]=[CH:22][C:21]([C:24]4[C:25]([C:30]#[N:31])=[CH:26][CH:27]=[CH:28][CH:29]=4)=[CH:20][CH:19]=3)=[C:13]([CH2:32][CH2:33][CH3:34])[N:12]3[N:35]=[CH:36][N:37]=[C:11]23)=[CH:6][CH:5]=1.[CH3:38][C:39]1([CH3:42])[CH2:41][O:40]1.Cl. The yield is 0.610. The product is [OH:40][C:39]([CH3:42])([CH3:41])[CH2:38][O:3][C:4]1[CH:9]=[CH:8][C:7]([N:10]2[C:15](=[O:16])[C:14]([CH2:17][C:18]3[CH:23]=[CH:22][C:21]([C:24]4[C:25]([C:30]#[N:31])=[CH:26][CH:27]=[CH:28][CH:29]=4)=[CH:20][CH:19]=3)=[C:13]([CH2:32][CH2:33][CH3:34])[N:12]3[N:35]=[CH:36][N:37]=[C:11]23)=[CH:6][CH:5]=1. (3) The reactants are Cl[C:2]1[C:15]2[C:6](=[C:7]3[C:12](=[CH:13][CH:14]=2)[C:11](Cl)=[CH:10][CH:9]=[N:8]3)[N:5]=[CH:4][CH:3]=1.[CH3:17][O-:18].[Na+].[CH3:20][OH:21]. No catalyst specified. The product is [CH3:17][O:18][C:2]1[C:15]2[C:6](=[C:7]3[C:12](=[CH:13][CH:14]=2)[C:11]([O:21][CH3:20])=[CH:10][CH:9]=[N:8]3)[N:5]=[CH:4][CH:3]=1. The yield is 0.910. (4) The reactants are C1C2C(=CC=CC=2)C=CC=1.[Li].[CH:12]1([C:18]2[CH:19]=[C:20](Cl)[CH:21]=[CH:22][C:23]=2[O:24][CH2:25][CH2:26][N:27]2[CH2:32][CH2:31][O:30][CH2:29][CH2:28]2)[CH2:17][CH2:16][CH2:15][CH2:14][CH2:13]1.CN(C)[CH:36]=[O:37]. The catalyst is O1CCCC1. The product is [CH:12]1([C:18]2[CH:19]=[C:20]([CH:21]=[CH:22][C:23]=2[O:24][CH2:25][CH2:26][N:27]2[CH2:32][CH2:31][O:30][CH2:29][CH2:28]2)[CH:36]=[O:37])[CH2:17][CH2:16][CH2:15][CH2:14][CH2:13]1. The yield is 0.340. (5) The reactants are [NH2:1][C:2]1[NH:6][N:5]=[CH:4][C:3]=1[C:7]([C:9]1[S:10][CH:11]=[CH:12][CH:13]=1)=[O:8].CN(C)[CH:16]=[CH:17][C:18]([C:20]1[CH:21]=[CH:22][C:23]([F:31])=[C:24]([N:26]([CH3:30])[C:27](=[O:29])[CH3:28])[CH:25]=1)=O. The catalyst is CC(O)C. The product is [F:31][C:23]1[CH:22]=[CH:21][C:20]([C:18]2[N:6]3[N:5]=[CH:4][C:3]([C:7]([C:9]4[S:10][CH:11]=[CH:12][CH:13]=4)=[O:8])=[C:2]3[N:1]=[CH:16][CH:17]=2)=[CH:25][C:24]=1[N:26]([CH3:30])[C:27](=[O:29])[CH3:28]. The yield is 0.850.